Task: Binary Classification. Given a miRNA mature sequence and a target amino acid sequence, predict their likelihood of interaction.. Dataset: Experimentally validated miRNA-target interactions with 360,000+ pairs, plus equal number of negative samples (1) The miRNA is hsa-miR-7160-5p with sequence UGCUGAGGUCCGGGCUGUGCC. The protein sequence of the target gene is MAAAAAAALESWQAAAPRKRRSAARRPRRREAAPRGREAAPRGREAAPRGPEAEFESDSGVVLRRIWEAEKDLFISDFWSSALETINRCLTKHLEQLKAPVGTLSDIFGNLHLDSLPEESDVATDSIPREILVTGTCHLKCVCYGIGNFATCIVARNQLTFLLLLLEKCQIPRSHCWVYDPLFSQLEIEVLNTLGVTVLSENEEGKRSIRGEPTIFYMLHCGTALYNNLLWSNWSVDALSKMVIIGNSFKGLEERLLARILQKNYPYIAKILKGLEELEFPQTSQYMDIFNDTSVHWFPV.... Result: 1 (interaction). (2) The miRNA is hsa-miR-193b-5p with sequence CGGGGUUUUGAGGGCGAGAUGA. The protein sequence of the target gene is MRARRGLLRLPRRSLLAALFFFSLSSSLLYFVYVAPGIVNTYLFMVQAQGILLRDNVRTIGAQVYEQVVRSAYAKRNSSLNDSDYPLDLNHSEAFPPTTTFLPEDFTYFANHPCPERLPSMKGPIDINMSEIAMDDIHELFSRDPAIKLGGHWKPADCVPRWKVAILIPFRNRHEHLPVLLRHLLPMLQRQRLQFAFYVIEQVGTQPFNRAMLFNVGFQEAMKDLDWDCLIFHDVDHIPESDRNYYGCGQMPRHFATKLDKYMYLLPYTEFFGGVSGLTVEQFRKINGFPNAFWGWGGED.... Result: 0 (no interaction). (3) The miRNA is hsa-miR-196a-3p with sequence CGGCAACAAGAAACUGCCUGAG. The protein sequence of the target gene is MESVLSKYEDQITIFTDYLEEYPDTDELVWILGKQHLLKTEKSKLLSDISARLWFTYRRKFSPIGGTGPSSDAGWGCMLRCGQMMLAQALICRHLGRDWSWEKQKEQPKEYQRILQCFLDRKDCCYSIHQMAQMGVGEGKSIGEWFGPNTVAQVLKKLALFDEWNSLAVYVSMDNTVVIEDIKKMCRVLPLSADTAGDRPPDSLTASNQSKGTSAYCSAWKPLLLIVPLRLGINQINPVYVDAFKECFKMPQSLGALGGKPNNAYYFIGFLGDELIFLDPHTTQTFVDTEENGTVNDQTF.... Result: 0 (no interaction). (4) The miRNA is hsa-miR-6827-3p with sequence ACCGUCUCUUCUGUUCCCCAG. The protein sequence of the target gene is MKIQKKLTGCSRLMLLCLSLELLLEAGAGNIHYSVPEETDKGSFVGNIAKDLGLQPQELADGGVRIVSRGRMPLFALNPRSGSLITARRIDREELCAQSMPCLVSFNILVEDKMKLFPVEVEIIDINDNTPQFQLEELEFKMNEITTPGTRVSLPFGQDLDVGMNSLQSYQLSSNPHFSLDVQQGADGPQHPEMVLQSPLDREEEAVHHLILTASDGGEPVRSGTLRIYIQVVDANDNPPAFTQAQYHINVPENVPLGTQLLMVNATDPDEGANGEVTYSFHNVDHRVAQIFRLDSYTGE.... Result: 0 (no interaction).